Dataset: Catalyst prediction with 721,799 reactions and 888 catalyst types from USPTO. Task: Predict which catalyst facilitates the given reaction. (1) Reactant: C(OC(=O)[NH:7][CH2:8][C@@H:9]([O:11][C:12]1[CH:17]=[CH:16][C:15]([NH:18][C:19]2[N:37]=[C:22]3[CH:23]=[CH:24][CH:25]=[C:26]([C:27]4[CH:36]=[CH:35][C:30]5[O:31][CH2:32][CH2:33][O:34][C:29]=5[CH:28]=4)[N:21]3[N:20]=2)=[CH:14][CH:13]=1)C)(C)(C)C.[CH3:39]C1C=CC(S(O)(=O)=O)=CC=1. Product: [NH2:7][C@@H:8]([CH3:39])[CH2:9][O:11][C:12]1[CH:17]=[CH:16][C:15]([NH:18][C:19]2[N:37]=[C:22]3[CH:23]=[CH:24][CH:25]=[C:26]([C:27]4[CH:36]=[CH:35][C:30]5[O:31][CH2:32][CH2:33][O:34][C:29]=5[CH:28]=4)[N:21]3[N:20]=2)=[CH:14][CH:13]=1. The catalyst class is: 4. (2) Reactant: [CH3:1][N:2]1[CH2:7][CH2:6][N:5]([C:8]2[CH:13]=[C:12]([N:14]3[CH:23]([CH3:24])[CH2:22][C:21]4[C:16](=[CH:17][C:18](B5OC(C)(C)C(C)(C)O5)=[CH:19][CH:20]=4)[CH2:15]3)[N:11]=[C:10]([NH2:34])[N:9]=2)[CH2:4][CH2:3]1.Br[C:36]1[S:37][C:38]([C:41]([O:43]CC)=[O:42])=[CH:39][N:40]=1.P([O-])([O-])([O-])=O.[K+].[K+].[K+].ClCCl. Product: [NH2:34][C:10]1[N:11]=[C:12]([N:14]2[CH:23]([CH3:24])[CH2:22][C:21]3[C:16](=[CH:17][C:18]([C:36]4[S:37][C:38]([C:41]([OH:43])=[O:42])=[CH:39][N:40]=4)=[CH:19][CH:20]=3)[CH2:15]2)[CH:13]=[C:8]([N:5]2[CH2:6][CH2:7][N:2]([CH3:1])[CH2:3][CH2:4]2)[N:9]=1. The catalyst class is: 38. (3) Reactant: Cl.[O:2]=[C:3]1[NH:11][C:6]2=[N:7][CH:8]=[CH:9][CH:10]=[C:5]2[C:4]21[CH2:19][C:18]1[C:13](=[CH:14][CH:15]=[C:16]([NH:20][C:21]3[N:26]=[CH:25][N:24]=[C:23]([C:27](O)=[O:28])[CH:22]=3)[CH:17]=1)[CH2:12]2.[CH3:30][CH:31]1[C:39]2[C:34](=[CH:35][CH:36]=[CH:37][CH:38]=2)[NH:33][CH2:32]1.CCN(C(C)C)C(C)C.CN(C(ON1N=NC2C=CC=CC1=2)=[N+](C)C)C.[B-](F)(F)(F)F. Product: [CH3:30][CH:31]1[C:39]2[C:34](=[CH:35][CH:36]=[CH:37][CH:38]=2)[N:33]([C:27]([C:23]2[N:24]=[CH:25][N:26]=[C:21]([NH:20][C:16]3[CH:17]=[C:18]4[C:13](=[CH:14][CH:15]=3)[CH2:12][C:4]3([C:5]5[C:6](=[N:7][CH:8]=[CH:9][CH:10]=5)[NH:11][C:3]3=[O:2])[CH2:19]4)[CH:22]=2)=[O:28])[CH2:32]1. The catalyst class is: 3. (4) Reactant: [CH3:1][C:2]1[C:3]([CH2:22]O)=[C:4]2[C:8](=[C:9]([CH3:11])[CH:10]=1)[N:7]([S:12]([C:15]1[CH:21]=[CH:20][C:18]([CH3:19])=[CH:17][CH:16]=1)(=[O:14])=[O:13])[CH:6]=[CH:5]2.[Cl-].[Cl:25]C=[N+](C)C. Product: [Cl:25][CH2:22][C:3]1[C:2]([CH3:1])=[CH:10][C:9]([CH3:11])=[C:8]2[C:4]=1[CH:5]=[CH:6][N:7]2[S:12]([C:15]1[CH:21]=[CH:20][C:18]([CH3:19])=[CH:17][CH:16]=1)(=[O:14])=[O:13]. The catalyst class is: 2. (5) Reactant: [C:1]([N:9]1[C:17]2[C:12](=[CH:13][CH:14]=[CH:15][CH:16]=2)[C:11]([C:18]([O:20]C(C)(C)C)=[O:19])=[C:10]1[CH3:25])(=[O:8])[C:2]1[CH:7]=[CH:6][CH:5]=[CH:4][CH:3]=1.O.[OH-].[Li+].O1CCCC1.CO. Product: [C:1]([N:9]1[C:17]2[C:12](=[CH:13][CH:14]=[CH:15][CH:16]=2)[C:11]([C:18]([OH:20])=[O:19])=[C:10]1[CH3:25])(=[O:8])[C:2]1[CH:3]=[CH:4][CH:5]=[CH:6][CH:7]=1. The catalyst class is: 6. (6) Reactant: [Cl:1][C:2]1[CH:8]=[CH:7][C:5]([NH2:6])=[CH:4][CH:3]=1.C(N(CC)CC)C.[Cl-].ClC1N(C)CC[NH+]1C.[CH3:25][O:26][C:27]1[C:28](=[O:51])[C:29]([CH3:50])=[C:30]([CH2:36][C:37]2[CH:38]=[CH:39][C:40]([O:46][C:47](=[O:49])[CH3:48])=[C:41]([CH:45]=2)[C:42](O)=[O:43])[C:31](=[O:35])[C:32]=1[O:33][CH3:34]. Product: [CH3:25][O:26][C:27]1[C:28](=[O:51])[C:29]([CH3:50])=[C:30]([CH2:36][C:37]2[CH:38]=[CH:39][C:40]([O:46][C:47](=[O:49])[CH3:48])=[C:41]([CH:45]=2)[C:42]([NH:6][C:5]2[CH:7]=[CH:8][C:2]([Cl:1])=[CH:3][CH:4]=2)=[O:43])[C:31](=[O:35])[C:32]=1[O:33][CH3:34]. The catalyst class is: 2.